This data is from Full USPTO retrosynthesis dataset with 1.9M reactions from patents (1976-2016). The task is: Predict the reactants needed to synthesize the given product. (1) Given the product [ClH:1].[C:2]([C:5]1[CH:6]=[C:7]([C:16]2[NH:17][C:18](=[O:33])[C:19]3[C:20](=[C:22]([CH2:31][CH3:32])[N:23]([CH:25]4[CH2:28][N:27]([CH2:29][CH3:30])[CH2:26]4)[N:24]=3)[N:21]=2)[C:8]([O:11][CH2:12][CH2:13][CH2:14][CH3:15])=[N:9][CH:10]=1)(=[O:4])[CH3:3], predict the reactants needed to synthesize it. The reactants are: [ClH:1].[C:2]([C:5]1[CH:6]=[C:7]([C:16]2[NH:17][C:18](=[O:33])[C:19]3[C:20](=[C:22]([CH2:31][CH3:32])[N:23]([CH:25]4[CH2:28][N:27]([CH2:29][CH3:30])[CH2:26]4)[N:24]=3)[N:21]=2)[C:8]([O:11][CH2:12][CH2:13][CH2:14][CH3:15])=[N:9][CH:10]=1)(=[O:4])[CH3:3]. (2) Given the product [C:36]([O:40][C:41]([NH:43][CH2:44][C:45]([NH:20][CH2:19][CH2:18][CH2:17][C@H:16]([N:21]([CH3:34])[C:22]([NH:24][CH2:25][C:26]1[CH:31]=[CH:30][CH:29]=[C:28]([F:32])[C:27]=1[Cl:33])=[O:23])[CH2:15][O:14][C:13](=[O:35])[NH:12][C:6]1[N:7]=[CH:8][C:9]2[C:4]([CH:5]=1)=[CH:3][C:2]([F:1])=[CH:11][CH:10]=2)=[O:46])=[O:42])([CH3:39])([CH3:38])[CH3:37], predict the reactants needed to synthesize it. The reactants are: [F:1][C:2]1[CH:3]=[C:4]2[C:9](=[CH:10][CH:11]=1)[CH:8]=[N:7][C:6]([NH:12][C:13](=[O:35])[O:14][CH2:15][C@@H:16]([N:21]([CH3:34])[C:22]([NH:24][CH2:25][C:26]1[CH:31]=[CH:30][CH:29]=[C:28]([F:32])[C:27]=1[Cl:33])=[O:23])[CH2:17][CH2:18][CH2:19][NH2:20])=[CH:5]2.[C:36]([O:40][C:41]([NH:43][CH2:44][C:45](O)=[O:46])=[O:42])([CH3:39])([CH3:38])[CH3:37].CN(C(ON1N=NC2C=CC=CC1=2)=[N+](C)C)C.F[P-](F)(F)(F)(F)F.CCN(C(C)C)C(C)C.